From a dataset of Retrosynthesis with 50K atom-mapped reactions and 10 reaction types from USPTO. Predict the reactants needed to synthesize the given product. The reactants are: CCNCC1CCN(c2ccc(NC(=O)OC(C)(C)C)cc2)CC1. Given the product CCNCC1CCN(c2ccc(N)cc2)CC1, predict the reactants needed to synthesize it.